Dataset: Reaction yield outcomes from USPTO patents with 853,638 reactions. Task: Predict the reaction yield, written as a fraction of the theoretical maximum amount of product (1.0 means a 100% yield; for example, 0.34 means a 34% yield). (1) The reactants are C([O:3][C:4]([C:6]1[C:10]([CH3:11])=[C:9]([CH:12]=[O:13])[NH:8][C:7]=1[CH3:14])=[O:5])C.[OH-].[K+].O. The catalyst is CO. The product is [CH:12]([C:9]1[NH:8][C:7]([CH3:14])=[C:6]([C:4]([OH:5])=[O:3])[C:10]=1[CH3:11])=[O:13]. The yield is 0.935. (2) The reactants are [Cl:1][C:2]1[CH:3]=[C:4]([C:9]([C:11]2[C:20]([N+:21]([O-])=O)=[C:19]3[C:14]([CH:15]=[CH:16][CH:17]=[N:18]3)=[CH:13][CH:12]=2)=[O:10])[CH:5]=[CH:6][C:7]=1[F:8]. The catalyst is [Pd].C1COCC1. The product is [NH2:21][C:20]1[C:11]([C:9]([C:4]2[CH:5]=[CH:6][C:7]([F:8])=[C:2]([Cl:1])[CH:3]=2)=[O:10])=[CH:12][CH:13]=[C:14]2[C:19]=1[N:18]=[CH:17][CH:16]=[CH:15]2. The yield is 0.660.